From a dataset of Forward reaction prediction with 1.9M reactions from USPTO patents (1976-2016). Predict the product of the given reaction. (1) Given the reactants Br[C:2]1[CH:9]=[CH:8][C:5]([CH:6]=[O:7])=[CH:4][CH:3]=1.[CH3:10][S:11]([NH2:14])(=[O:13])=[O:12].CN(C)CC(O)=O.[O-]P([O-])([O-])=O.[K+].[K+].[K+], predict the reaction product. The product is: [CH:6]([C:5]1[CH:8]=[CH:9][C:2]([NH:14][S:11]([CH3:10])(=[O:13])=[O:12])=[CH:3][CH:4]=1)=[O:7]. (2) Given the reactants C[O:2][C:3](=O)[C:4]1[CH:9]=[CH:8][C:7]([CH3:10])=[N:6][C:5]=1[NH:11][C:12]1[CH:17]=[CH:16][CH:15]=[C:14]([N+:18]([O-:20])=[O:19])[CH:13]=1.[BH4-].[K+].[Cl-].[Li+].O, predict the reaction product. The product is: [OH:2][CH2:3][C:4]1[C:5]([NH:11][C:12]2[CH:17]=[CH:16][CH:15]=[C:14]([N+:18]([O-:20])=[O:19])[CH:13]=2)=[N:6][C:7]([CH3:10])=[CH:8][CH:9]=1. (3) Given the reactants [CH:1]1[CH:2]=[CH:3][C:4]2[N:9]=[C:8]([S+:10]([O-:18])[CH2:11][C:12]3[CH:13]=[CH:14][CH:15]=[CH:16][N:17]=3)[NH:7][C:5]=2[CH:6]=1.C=O.[CH3:21][C:22]([S:40][N:41]=[O:42])([CH3:39])[CH2:23][N:24]([CH2:32][C:33]1[CH:38]=[CH:37][CH:36]=[CH:35][CH:34]=1)[C:25]([CH2:27][CH2:28][C:29]([OH:31])=[O:30])=[O:26].[CH:43]1(N=C=NC2CCCCC2)CCCCC1, predict the reaction product. The product is: [N:17]1[CH:16]=[CH:15][CH:14]=[CH:13][C:12]=1[CH2:11][S:10]([C:8]1[NH:7][C:5]2[C:6]([CH2:43][O:30][C:29](=[O:31])[CH2:28][CH2:27][C:25](=[O:26])[N:24]([CH2:23][C:22]([CH3:21])([S:40][N:41]=[O:42])[CH3:39])[CH2:32][C:33]3[CH:38]=[CH:37][CH:36]=[CH:35][CH:34]=3)=[CH:1][CH:2]=[CH:3][C:4]=2[N:9]=1)=[O:18]. (4) The product is: [NH2:1][C:2]1[N:10]=[C:9]([O:11][CH2:12][CH2:13][CH2:14][CH3:15])[N:8]=[C:7]2[C:3]=1[NH:4][C:5](=[O:27])[N:6]2[CH2:16][CH2:17][CH2:18][NH2:19]. Given the reactants [NH2:1][C:2]1[N:10]=[C:9]([O:11][CH2:12][CH2:13][CH2:14][CH3:15])[N:8]=[C:7]2[C:3]=1[N:4]=[C:5]([O:27]C)[N:6]2[CH2:16][CH2:17][CH2:18][NH:19]C(=O)OC(C)(C)C.Cl, predict the reaction product.